Dataset: CYP2C19 inhibition data for predicting drug metabolism from PubChem BioAssay. Task: Regression/Classification. Given a drug SMILES string, predict its absorption, distribution, metabolism, or excretion properties. Task type varies by dataset: regression for continuous measurements (e.g., permeability, clearance, half-life) or binary classification for categorical outcomes (e.g., BBB penetration, CYP inhibition). Dataset: cyp2c19_veith. (1) The drug is CS(=O)(=O)Nc1ccc([N+](=O)[O-])cc1Oc1ccccc1. The result is 0 (non-inhibitor). (2) The compound is COCCn1c(=O)c(-c2ccccc2)nc2cnc(Oc3cccc(Cl)c3)nc21. The result is 1 (inhibitor).